From a dataset of Forward reaction prediction with 1.9M reactions from USPTO patents (1976-2016). Predict the product of the given reaction. (1) Given the reactants [CH2:1]([N:8]1[C:12]2[CH:13]=[CH:14][CH:15]=[CH:16][C:11]=2[N:10](/C(/C)=C\SC)[C:9]1=[O:22])[C:2]1[CH:7]=[CH:6][CH:5]=[CH:4][CH:3]=1.CO.O.C(S(O)(=O)=O)(F)(F)F, predict the reaction product. The product is: [CH2:1]([N:8]1[C:12]2[CH:13]=[CH:14][CH:15]=[CH:16][C:11]=2[NH:10][C:9]1=[O:22])[C:2]1[CH:3]=[CH:4][CH:5]=[CH:6][CH:7]=1. (2) Given the reactants [CH2:1]([O:9][C:10]1[CH:15]=[CH:14][C:13]([C:16]2[CH:21]=[CH:20][C:19]([C:22]([OH:24])=O)=[CH:18][CH:17]=2)=[CH:12][CH:11]=1)[CH2:2][CH2:3][CH2:4][CH2:5][CH2:6][CH2:7][CH3:8].C(Cl)CCl.CCN(C(C)C)C(C)C.[NH2:38][C:39]1[CH:40]=[C:41]([N:45]2[S:49](=[O:51])(=[O:50])[NH:48][C:47](=[O:52])[CH2:46]2)[CH:42]=[CH:43][CH:44]=1.C1C=NC2N(O)N=NC=2C=1, predict the reaction product. The product is: [O:51]=[S:49]1(=[O:50])[NH:48][C:47](=[O:52])[CH2:46][N:45]1[C:41]1[CH:40]=[C:39]([NH:38][C:22]([C:19]2[CH:18]=[CH:17][C:16]([C:13]3[CH:12]=[CH:11][C:10]([O:9][CH2:1][CH2:2][CH2:3][CH2:4][CH2:5][CH2:6][CH2:7][CH3:8])=[CH:15][CH:14]=3)=[CH:21][CH:20]=2)=[O:24])[CH:44]=[CH:43][CH:42]=1. (3) Given the reactants [Cl:1][C:2]1[CH:3]=[CH:4][C:5]2[N:6]=[CH:7][N:8]=[C:9](OC3CCOCC3)[C:10]=2[N:11]=1.[NH2:19][CH:20]1[CH2:25][CH2:24][N:23]([C:26]([O:28][C:29]([CH3:32])([CH3:31])[CH3:30])=[O:27])[CH2:22][CH2:21]1.CC(C)([O-])C.[Na+], predict the reaction product. The product is: [Cl:1][C:2]1[CH:3]=[CH:4][C:5]2[N:6]=[CH:7][N:8]=[C:9]([NH:19][CH:20]3[CH2:21][CH2:22][N:23]([C:26]([O:28][C:29]([CH3:32])([CH3:31])[CH3:30])=[O:27])[CH2:24][CH2:25]3)[C:10]=2[N:11]=1. (4) Given the reactants [C:1]1([C:7]2[N:8]=[C:9]([C:12]3[C:16]([C:17]([O:19][CH2:20][CH3:21])=[O:18])=[CH:15][NH:14][N:13]=3)[S:10][CH:11]=2)[CH:6]=[CH:5][CH:4]=[CH:3][CH:2]=1.[H-].[Na+].Cl[CH2:25][O:26][CH2:27][CH2:28][Si:29]([CH3:32])([CH3:31])[CH3:30], predict the reaction product. The product is: [C:1]1([C:7]2[N:8]=[C:9]([C:12]3[C:16]([C:17]([O:19][CH2:20][CH3:21])=[O:18])=[CH:15][N:14]([CH2:25][O:26][CH2:27][CH2:28][Si:29]([CH3:32])([CH3:31])[CH3:30])[N:13]=3)[S:10][CH:11]=2)[CH:2]=[CH:3][CH:4]=[CH:5][CH:6]=1. (5) Given the reactants [Cl:1][C:2]1[CH:3]=[C:4]2[C:8](=[CH:9][CH:10]=1)[NH:7][CH:6]=[C:5]2[CH2:11][CH2:12][CH2:13][NH:14][CH:15]1[CH2:24][C:23]2[C:22]([C:25]([NH2:27])=[O:26])=[CH:21][CH:20]=[C:19]([F:28])[C:18]=2[O:17][CH2:16]1.[CH:29](=O)[CH3:30], predict the reaction product. The product is: [Cl:1][C:2]1[CH:3]=[C:4]2[C:8](=[CH:9][CH:10]=1)[NH:7][CH:6]=[C:5]2[CH2:11][CH2:12][CH2:13][N:14]([CH2:29][CH3:30])[CH:15]1[CH2:24][C:23]2[C:22]([C:25]([NH2:27])=[O:26])=[CH:21][CH:20]=[C:19]([F:28])[C:18]=2[O:17][CH2:16]1. (6) Given the reactants Cl[C:2]1[C:11]2[C:6](=[CH:7][CH:8]=[C:9]3[N:14]([CH3:15])[CH:13]=[N:12][C:10]3=2)[N:5]=[C:4]([C:16]2[CH:21]=[CH:20][CH:19]=[C:18]([F:22])[CH:17]=2)[CH:3]=1.[CH3:23][NH:24][CH3:25], predict the reaction product. The product is: [CH3:23][N:24]([CH3:25])[C:2]1[C:11]2[C:6](=[CH:7][CH:8]=[C:9]3[N:14]([CH3:15])[CH:13]=[N:12][C:10]3=2)[N:5]=[C:4]([C:16]2[CH:21]=[CH:20][CH:19]=[C:18]([F:22])[CH:17]=2)[CH:3]=1. (7) Given the reactants C1C(=O)N([Br:8])C(=O)C1.[NH2:9][C:10]1[C:15]([O:16][CH3:17])=[CH:14][CH:13]=[CH:12][N:11]=1, predict the reaction product. The product is: [Br:8][C:13]1[CH:14]=[C:15]([O:16][CH3:17])[C:10]([NH2:9])=[N:11][CH:12]=1. (8) Given the reactants [F:1][C:2]1[CH:3]=[C:4]2[C:8](=[CH:9][CH:10]=1)[C:7](=[CH:11][C:12]1[CH:17]=[CH:16][C:15]([S:18]([CH3:21])(=[O:20])=[O:19])=[CH:14][CH:13]=1)[C:6]([CH3:22])=[C:5]2[CH2:23][C:24]([OH:26])=[O:25].C[O-].[Na+:29], predict the reaction product. The product is: [F:1][C:2]1[CH:3]=[C:4]2[C:8](=[CH:9][CH:10]=1)[C:7](=[CH:11][C:12]1[CH:17]=[CH:16][C:15]([S:18]([CH3:21])(=[O:19])=[O:20])=[CH:14][CH:13]=1)[C:6]([CH3:22])=[C:5]2[CH2:23][C:24]([O-:26])=[O:25].[Na+:29].